This data is from NCI-60 drug combinations with 297,098 pairs across 59 cell lines. The task is: Regression. Given two drug SMILES strings and cell line genomic features, predict the synergy score measuring deviation from expected non-interaction effect. (1) Drug 1: CC1C(C(=O)NC(C(=O)N2CCCC2C(=O)N(CC(=O)N(C(C(=O)O1)C(C)C)C)C)C(C)C)NC(=O)C3=C4C(=C(C=C3)C)OC5=C(C(=O)C(=C(C5=N4)C(=O)NC6C(OC(=O)C(N(C(=O)CN(C(=O)C7CCCN7C(=O)C(NC6=O)C(C)C)C)C)C(C)C)C)N)C. Drug 2: CN1C2=C(C=C(C=C2)N(CCCl)CCCl)N=C1CCCC(=O)O.Cl. Cell line: HOP-92. Synergy scores: CSS=8.10, Synergy_ZIP=1.27, Synergy_Bliss=-0.332, Synergy_Loewe=-18.2, Synergy_HSA=-3.02. (2) Drug 1: C1CC(=O)NC(=O)C1N2CC3=C(C2=O)C=CC=C3N. Drug 2: C(CN)CNCCSP(=O)(O)O. Cell line: HCT-15. Synergy scores: CSS=5.57, Synergy_ZIP=2.88, Synergy_Bliss=-1.09, Synergy_Loewe=-2.61, Synergy_HSA=-1.77. (3) Drug 1: CCCS(=O)(=O)NC1=C(C(=C(C=C1)F)C(=O)C2=CNC3=C2C=C(C=N3)C4=CC=C(C=C4)Cl)F. Drug 2: CC12CCC3C(C1CCC2=O)CC(=C)C4=CC(=O)C=CC34C. Cell line: MDA-MB-435. Synergy scores: CSS=44.3, Synergy_ZIP=3.78, Synergy_Bliss=5.89, Synergy_Loewe=3.69, Synergy_HSA=8.03. (4) Drug 1: CN1CCC(CC1)COC2=C(C=C3C(=C2)N=CN=C3NC4=C(C=C(C=C4)Br)F)OC. Drug 2: CN1C2=C(C=C(C=C2)N(CCCl)CCCl)N=C1CCCC(=O)O.Cl. Cell line: KM12. Synergy scores: CSS=9.45, Synergy_ZIP=-1.34, Synergy_Bliss=1.08, Synergy_Loewe=-1.96, Synergy_HSA=-1.71.